This data is from Reaction yield outcomes from USPTO patents with 853,638 reactions. The task is: Predict the reaction yield, written as a fraction of the theoretical maximum amount of product (1.0 means a 100% yield; for example, 0.34 means a 34% yield). (1) The catalyst is O. The yield is 0.410. The reactants are C1(C(F)(F)F)C=CC=CC=1.[F:11][C:12]([N:17]1[CH:21]=[CH:20][N:19]=[CH:18]1)(F)[CH:13]([F:15])[F:14]. The product is [F:11][C:12]([N:17]1[CH:21]=[CH:20][N:19]=[CH:18]1)=[C:13]([F:15])[F:14]. (2) The reactants are Cl[C:2]1[N:7]=[C:6]([CH2:8][N:9]2[C:17]3[C:12](=[CH:13][CH:14]=[CH:15][CH:16]=3)[C:11]3([C:29]4[C:20](=[CH:21][C:22]5[O:27][CH2:26][CH2:25][O:24][C:23]=5[CH:28]=4)[O:19][CH2:18]3)[C:10]2=[O:30])[CH:5]=[CH:4][CH:3]=1.CC(C)([O-])C.[Na+].[C:37](=[NH:50])([C:44]1[CH:49]=[CH:48][CH:47]=[CH:46][CH:45]=1)[C:38]1[CH:43]=[CH:42][CH:41]=[CH:40][CH:39]=1. The catalyst is COCCOC.ClCCl.C([O-])(=O)C.[Pd+2].C([O-])(=O)C. The product is [C:38]1([C:37](=[N:50][C:2]2[N:7]=[C:6]([CH2:8][N:9]3[C:17]4[C:12](=[CH:13][CH:14]=[CH:15][CH:16]=4)[C:11]4([C:29]5[C:20](=[CH:21][C:22]6[O:27][CH2:26][CH2:25][O:24][C:23]=6[CH:28]=5)[O:19][CH2:18]4)[C:10]3=[O:30])[CH:5]=[CH:4][CH:3]=2)[C:44]2[CH:45]=[CH:46][CH:47]=[CH:48][CH:49]=2)[CH:43]=[CH:42][CH:41]=[CH:40][CH:39]=1. The yield is 0.700.